From a dataset of Full USPTO retrosynthesis dataset with 1.9M reactions from patents (1976-2016). Predict the reactants needed to synthesize the given product. (1) Given the product [CH3:35][O:36][C:37]1[C:42]2[N:43]=[C:44]([NH:46][C:5](=[O:7])[C:4]3[CH:8]=[CH:9][N:10]=[C:2]([CH3:1])[CH:3]=3)[O:45][C:41]=2[C:40]([CH:47]2[CH2:52][CH2:51][O:50][CH2:49][CH2:48]2)=[CH:39][CH:38]=1, predict the reactants needed to synthesize it. The reactants are: [CH3:1][C:2]1[CH:3]=[C:4]([CH:8]=[CH:9][N:10]=1)[C:5]([OH:7])=O.CN(C(ON1N=NC2C=CC=NC1=2)=[N+](C)C)C.F[P-](F)(F)(F)(F)F.[CH3:35][O:36][C:37]1[C:42]2[N:43]=[C:44]([NH2:46])[O:45][C:41]=2[C:40]([CH:47]2[CH2:52][CH2:51][O:50][CH2:49][CH2:48]2)=[CH:39][CH:38]=1. (2) Given the product [CH2:6]([O:5][P:4]([CH:9]([CH2:26][CH2:27][CH2:28][CH2:29][CH2:30][CH2:31][CH2:32][CH2:33][CH2:34][CH3:35])[CH2:10][CH2:11][CH:12]=[CH2:13])(=[O:8])[O:3][CH2:1][CH3:2])[CH3:7], predict the reactants needed to synthesize it. The reactants are: [CH2:1]([O:3][P:4]([CH2:9][CH2:10][CH2:11][CH:12]=[CH2:13])(=[O:8])[O:5][CH2:6][CH3:7])[CH3:2].C([Li])(CC)C.C1CCCCC1.I[CH2:26][CH2:27][CH2:28][CH2:29][CH2:30][CH2:31][CH2:32][CH2:33][CH2:34][CH3:35]. (3) Given the product [ClH:1].[ClH:1].[CH2:46]([N:25]([CH2:23][CH3:24])[CH2:26][CH2:27][NH:28][C:29]([C:31]1[C:44]2[C:35](=[CH:36][C:37]3[C:42]([N:43]=2)=[CH:41][CH:40]=[CH:39][CH:38]=3)[C:34]([I:45])=[CH:33][CH:32]=1)=[O:30])[CH3:47], predict the reactants needed to synthesize it. The reactants are: [ClH:1].C(N(CC)CCNC(C1C=CC2C(=CC=C(I)C=2)C=1)=O)C.[CH2:23]([N:25]([CH2:46][CH3:47])[CH2:26][CH2:27][NH:28][C:29]([C:31]1[C:44]2[C:35](=[CH:36][C:37]3[C:42]([N:43]=2)=[CH:41][CH:40]=[CH:39][CH:38]=3)[C:34]([I:45])=[CH:33][CH:32]=1)=[O:30])[CH3:24].[K+].[Br-]. (4) Given the product [CH3:1][O:2][C:3]1[CH:4]=[C:5]([C:11]2[NH:38][C:36](=[O:37])[NH:35][CH:26]([C:25]3[CH:28]=[C:29]([N+:32]([O-:34])=[O:33])[C:30]([OH:31])=[C:23]([O:22][CH2:20][CH3:21])[CH:24]=3)[C:12]=2[C:13]2[CH:18]=[CH:17][CH:16]=[CH:15][CH:14]=2)[CH:6]=[CH:7][C:8]=1[O:9][CH3:10], predict the reactants needed to synthesize it. The reactants are: [CH3:1][O:2][C:3]1[CH:4]=[C:5]([C:11](=O)[CH2:12][C:13]2[CH:18]=[CH:17][CH:16]=[CH:15][CH:14]=2)[CH:6]=[CH:7][C:8]=1[O:9][CH3:10].[CH2:20]([O:22][C:23]1[CH:24]=[C:25]([CH:28]=[C:29]([N+:32]([O-:34])=[O:33])[C:30]=1[OH:31])[CH:26]=O)[CH3:21].[NH2:35][C:36]([NH2:38])=[O:37].Cl. (5) The reactants are: Br[C:2]1[CH:7]=[C:6]([O:8][CH3:9])[CH:5]=[C:4]([Br:10])[CH:3]=1.[Li]CCCC.CN([CH:19]=[O:20])C. Given the product [Br:10][C:4]1[CH:3]=[C:2]([CH:7]=[C:6]([O:8][CH3:9])[CH:5]=1)[CH:19]=[O:20], predict the reactants needed to synthesize it.